From a dataset of Full USPTO retrosynthesis dataset with 1.9M reactions from patents (1976-2016). Predict the reactants needed to synthesize the given product. (1) Given the product [C:26]([CH2:25][CH2:24][CH2:23][CH2:22][C:21]([C@@:1]1([N:10]2[C:20]3[N:19]=[C:17]([NH2:18])[NH:16][C:14](=[O:15])[C:13]=3[N:12]=[CH:11]2)[O:9][C@H:6]([CH2:7][OH:8])[C@@H:4]([OH:5])[C@H:2]1[OH:3])=[O:29])([OH:28])=[O:27], predict the reactants needed to synthesize it. The reactants are: [C@@H:1]1([N:10]2[C:20]3[N:19]=[C:17]([NH2:18])[NH:16][C:14](=[O:15])[C:13]=3[N:12]=[CH:11]2)[O:9][C@H:6]([CH2:7][OH:8])[C@@H:4]([OH:5])[C@H:2]1[OH:3].[C:21](O)(=[O:29])[CH2:22][CH2:23][CH2:24][CH2:25][C:26]([OH:28])=[O:27].O=C1N(P(Cl)(N2CCOC2=O)=O)CCO1. (2) Given the product [CH3:11][O:10][C:3]1[CH:4]=[C:5]([CH:8]=[CH:9][C:2]=1[O:1][CH2:13][C:14]1[CH:19]=[CH:18][C:17]([CH2:20][N:32]2[CH2:33][CH2:34][N:29]([CH3:28])[CH2:30][CH2:31]2)=[CH:16][CH:15]=1)[CH:6]=[O:7], predict the reactants needed to synthesize it. The reactants are: [OH:1][C:2]1[CH:9]=[CH:8][C:5]([CH:6]=[O:7])=[CH:4][C:3]=1[O:10][CH3:11].Br[CH2:13][C:14]1[CH:19]=[CH:18][C:17]([CH2:20]Br)=[CH:16][CH:15]=1.C(=O)([O-])[O-].[K+].[K+].[CH3:28][N:29]1[CH2:34][CH2:33][NH:32][CH2:31][CH2:30]1. (3) Given the product [NH:1]([C@@H:2]1[CH2:6][CH2:5][N:4]([C:7]([O:9][C:10]([CH3:13])([CH3:12])[CH3:11])=[O:8])[CH2:3]1)[C:19]([NH2:18])=[O:20], predict the reactants needed to synthesize it. The reactants are: [NH2:1][C@@H:2]1[CH2:6][CH2:5][N:4]([C:7]([O:9][C:10]([CH3:13])([CH3:12])[CH3:11])=[O:8])[CH2:3]1.[Si]([N:18]=[C:19]=[O:20])(C)(C)C.CCN(C(C)C)C(C)C. (4) Given the product [OH:7][CH2:6][C:2]1([CH3:8])[NH:1][C:10](=[O:11])[N:9]([C:12]2[CH:17]=[CH:16][C:15]([N+:18]([O-:20])=[O:19])=[C:14]([C:21]([F:22])([F:23])[F:24])[CH:13]=2)[C:3]1=[O:5], predict the reactants needed to synthesize it. The reactants are: [NH2:1][C:2]([CH3:8])([CH2:6][OH:7])[C:3]([OH:5])=O.[N:9]([C:12]1[CH:17]=[CH:16][C:15]([N+:18]([O-:20])=[O:19])=[C:14]([C:21]([F:24])([F:23])[F:22])[CH:13]=1)=[C:10]=[O:11]. (5) Given the product [CH3:34][C@H:35]([O:39][C:6]1[N:14]=[C:13]2[C:9]([N:10]=[C:11]([O:24][CH3:25])[N:12]2[CH2:15][CH2:16][CH2:17][CH2:18][CH:23]2[CH2:19][CH2:20][O:21][CH2:22]2)=[C:8]([NH2:26])[N:7]=1)[CH2:36][CH2:37][CH3:38], predict the reactants needed to synthesize it. The reactants are: C(N[C:6]1[N:14]=[C:13]2[C:9]([N:10]=[C:11]([O:24][CH3:25])[N:12]2[CH2:15][CH2:16][CH2:17][CH:18]2[CH2:23][CH2:22][O:21][CH2:20][CH2:19]2)=[C:8]([NH2:26])[N:7]=1)CCC.FC(F)(F)C(O)=O.[CH3:34][C@H:35]([O:39]C1NC(N)=C2C(N=1)=NC(OC)=N2)[CH2:36][CH2:37][CH3:38].BrCCCCC1CCOC1. (6) The reactants are: [Cl:1][C:2]1[CH:3]=[C:4]([C:9]2[CH:14]=[C:13]([CH3:15])[N:12]=[C:11]([N:16]3[CH:20]=[C:19]([Sn](CCCC)(CCCC)CCCC)[N:18]=[CH:17]3)[N:10]=2)[CH:5]=[CH:6][C:7]=1[Cl:8].[C:34]([NH:38][S:39]([C:42]1[S:46][C:45](Cl)=[N:44][CH:43]=1)(=[O:41])=[O:40])([CH3:37])([CH3:36])[CH3:35].[F-].[K+].O. Given the product [C:34]([NH:38][S:39]([C:42]1[S:46][C:45]([C:19]2[N:18]=[CH:17][N:16]([C:11]3[N:10]=[C:9]([C:4]4[CH:5]=[CH:6][C:7]([Cl:8])=[C:2]([Cl:1])[CH:3]=4)[CH:14]=[C:13]([CH3:15])[N:12]=3)[CH:20]=2)=[N:44][CH:43]=1)(=[O:40])=[O:41])([CH3:37])([CH3:35])[CH3:36], predict the reactants needed to synthesize it. (7) The reactants are: Cl[C:2]1[N:11]=[C:10]([NH:12][CH2:13][CH:14]([C:20]2[CH:25]=[CH:24][CH:23]=[CH:22][CH:21]=2)[N:15]2[CH2:19][CH2:18][CH2:17][CH2:16]2)[C:9]2[C:4](=[CH:5][CH:6]=[CH:7][CH:8]=2)[N:3]=1.[CH3:26][N:27]([CH3:37])[C:28]1[CH:33]=[CH:32][C:31](B(O)O)=[CH:30][CH:29]=1.CN(C)C1C=CC(C2N=C(NCC(C3C=CC=CC=3)C3NC=CC=3)C3C(=CC=CC=3)N=2)=CC=1. Given the product [CH3:26][N:27]([CH3:37])[C:28]1[CH:33]=[CH:32][C:31]([C:2]2[N:11]=[C:10]([NH:12][CH2:13][CH:14]([C:20]3[CH:25]=[CH:24][CH:23]=[CH:22][CH:21]=3)[N:15]3[CH2:19][CH2:18][CH2:17][CH2:16]3)[C:9]3[C:4](=[CH:5][CH:6]=[CH:7][CH:8]=3)[N:3]=2)=[CH:30][CH:29]=1, predict the reactants needed to synthesize it. (8) Given the product [CH3:2][CH2:1][O:3][C:4]1[CH:5]=[C:6]([CH:13]2[CH2:14][CH2:15][N:16]([CH2:19][CH2:20][CH3:21])[CH2:17][CH2:18]2)[CH:7]=[CH:8][C:9]=1[NH2:10], predict the reactants needed to synthesize it. The reactants are: [CH2:1]([O:3][C:4]1[CH:5]=[C:6]([C:13]2[CH2:14][CH2:15][N:16]([CH2:19][CH2:20][CH3:21])[CH2:17][CH:18]=2)[CH:7]=[CH:8][C:9]=1[N+:10]([O-])=O)[CH3:2]. (9) Given the product [Cl:11][C:12]1[CH:17]=[C:16]([Cl:18])[CH:15]=[CH:14][C:13]=1[S:19][Cl:10], predict the reactants needed to synthesize it. The reactants are: COC1C=CC(S[Cl:10])=CC=1.[Cl:11][C:12]1[CH:17]=[C:16]([Cl:18])[CH:15]=[CH:14][C:13]=1[SH:19].